The task is: Predict which catalyst facilitates the given reaction.. This data is from Catalyst prediction with 721,799 reactions and 888 catalyst types from USPTO. (1) Reactant: Br[C:2]1[CH:3]=[C:4]2[C:8](=[C:9]([C:11]([NH2:13])=[O:12])[CH:10]=1)[NH:7][CH:6]=[C:5]2[CH:14]1[CH2:19][CH2:18][N:17]([S:20]([CH2:23][CH3:24])(=[O:22])=[O:21])[CH2:16][CH2:15]1.[N:25]1([C:30]2[CH:31]=[C:32](B(O)O)[CH:33]=[CH:34][CH:35]=2)[CH:29]=[CH:28][CH:27]=[N:26]1.O1CCOCC1.C(=O)([O-])[O-].[K+].[K+]. Product: [CH2:23]([S:20]([N:17]1[CH2:18][CH2:19][CH:14]([C:5]2[C:4]3[C:8](=[C:9]([C:11]([NH2:13])=[O:12])[CH:10]=[C:2]([C:34]4[CH:33]=[CH:32][CH:31]=[C:30]([N:25]5[CH:29]=[CH:28][CH:27]=[N:26]5)[CH:35]=4)[CH:3]=3)[NH:7][CH:6]=2)[CH2:15][CH2:16]1)(=[O:22])=[O:21])[CH3:24]. The catalyst class is: 6. (2) The catalyst class is: 12. Product: [Br:1][C:2]1[CH:7]=[CH:6][C:5]([S:8]([NH2:13])(=[O:10])=[O:9])=[C:4]([CH3:12])[CH:3]=1. Reactant: [Br:1][C:2]1[CH:7]=[CH:6][C:5]([S:8](Cl)(=[O:10])=[O:9])=[C:4]([CH3:12])[CH:3]=1.[NH4+:13].[OH-]. (3) Reactant: [F:1][C:2]1[C:7]([O:8][CH3:9])=[CH:6][C:5]([O:10][CH3:11])=[C:4]([F:12])[C:3]=1[CH2:13][CH2:14][C:15]1[CH:16]=[N:17][C:18]([NH:21][C:22]2[CH:23]=[N:24][N:25]([CH:27]3[CH2:32][CH2:31][N:30](C(OC(C)(C)C)=O)[CH2:29][CH2:28]3)[CH:26]=2)=[N:19][CH:20]=1.Cl.C(OCC)(=O)C. Product: [F:1][C:2]1[C:7]([O:8][CH3:9])=[CH:6][C:5]([O:10][CH3:11])=[C:4]([F:12])[C:3]=1[CH2:13][CH2:14][C:15]1[CH:16]=[N:17][C:18]([NH:21][C:22]2[CH:23]=[N:24][N:25]([CH:27]3[CH2:28][CH2:29][NH:30][CH2:31][CH2:32]3)[CH:26]=2)=[N:19][CH:20]=1. The catalyst class is: 13. (4) Reactant: Br[C:2]1[CH:7]=[CH:6][C:5]([N:8]2[CH2:13][CH2:12][CH2:11][CH:10]([CH3:14])[CH2:9]2)=[CH:4][CH:3]=1.[Cl:15][C:16]1[CH:27]=[CH:26][C:19]([C:20](N(OC)C)=[O:21])=[CH:18][C:17]=1[S:28](=[O:31])(=[O:30])[NH2:29].C([Li])(C)(C)C. Product: [Cl:15][C:16]1[CH:27]=[CH:26][C:19]([C:20](=[O:21])[C:2]2[CH:7]=[CH:6][C:5]([N:8]3[CH2:13][CH2:12][CH2:11][CH:10]([CH3:14])[CH2:9]3)=[CH:4][CH:3]=2)=[CH:18][C:17]=1[S:28]([NH2:29])(=[O:31])=[O:30]. The catalyst class is: 7. (5) Reactant: Br[C:2]1[C:3]([CH3:25])=[C:4]([C:8]2[N:12]=[C:11]([C:13]3[CH:14]=[CH:15][C:16]([O:21][CH:22]([CH3:24])[CH3:23])=[C:17]([CH:20]=3)[C:18]#[N:19])[O:10][N:9]=2)[CH:5]=[CH:6][CH:7]=1.CC(P(C(C)(C)C)C(C)(C)C)(C)C.C([O-])([O-])=O.[Cs+].[Cs+].Br[Zn][CH2:47][CH2:48][C:49]([O:51][CH2:52][CH3:53])=[O:50]. Product: [C:18]([C:17]1[CH:20]=[C:13]([C:11]2[O:10][N:9]=[C:8]([C:4]3[C:3]([CH3:25])=[C:2]([CH2:47][CH2:48][C:49]([O:51][CH2:52][CH3:53])=[O:50])[CH:7]=[CH:6][CH:5]=3)[N:12]=2)[CH:14]=[CH:15][C:16]=1[O:21][CH:22]([CH3:24])[CH3:23])#[N:19]. The catalyst class is: 443.